This data is from Peptide-MHC class II binding affinity with 134,281 pairs from IEDB. The task is: Regression. Given a peptide amino acid sequence and an MHC pseudo amino acid sequence, predict their binding affinity value. This is MHC class II binding data. (1) The peptide sequence is QEYHRLIHSLAKTNN. The MHC is DRB5_0101 with pseudo-sequence DRB5_0101. The binding affinity (normalized) is 0.938. (2) The MHC is DRB1_0101 with pseudo-sequence DRB1_0101. The peptide sequence is ETLYRIDGAHLTKMS. The binding affinity (normalized) is 1.00. (3) The peptide sequence is MENRWQVMIVWQVDR. The MHC is HLA-DQA10301-DQB10302 with pseudo-sequence HLA-DQA10301-DQB10302. The binding affinity (normalized) is 0.0965. (4) The peptide sequence is FKVQFLFSSMIDPLI. The MHC is DRB1_1501 with pseudo-sequence DRB1_1501. The binding affinity (normalized) is 0.413. (5) The peptide sequence is PSINDLDEVISNKFH. The MHC is DRB1_0404 with pseudo-sequence DRB1_0404. The binding affinity (normalized) is 0.271. (6) The peptide sequence is AMYMALIAAFSIRPGK. The MHC is DRB1_0801 with pseudo-sequence DRB1_0801. The binding affinity (normalized) is 0.490. (7) The binding affinity (normalized) is 0.416. The peptide sequence is TLWQRPLVTIKIGGQLKEAL. The MHC is HLA-DPA10103-DPB10401 with pseudo-sequence HLA-DPA10103-DPB10401.